From a dataset of Forward reaction prediction with 1.9M reactions from USPTO patents (1976-2016). Predict the product of the given reaction. (1) The product is: [NH2:1][C:2]1[CH:9]=[CH:8][CH:7]=[CH:6][C:3]=1[C:4]([C:11]1[CH:16]=[CH:15][CH:14]=[CH:13][N:12]=1)=[O:23]. Given the reactants [NH2:1][C:2]1[CH:9]=[CH:8][CH:7]=[CH:6][C:3]=1[C:4]#N.Br[C:11]1[CH:16]=[CH:15][CH:14]=[CH:13][N:12]=1.C([Li])CCC.Cl.[OH-:23].[Na+], predict the reaction product. (2) Given the reactants CO[C:3](=[O:8])[CH2:4][C:5](=O)[CH3:6].Br[CH2:10][C:11]([C:13]1[CH:18]=[C:17]([C:19]([F:22])([F:21])[F:20])[CH:16]=[CH:15][C:14]=1[Cl:23])=O.[O:24]1[CH2:29][CH2:28][O:27][CH2:26][CH:25]1[CH2:30][NH2:31].[CH:32]1([NH2:38])[CH2:37][CH2:36][CH2:35][CH2:34][CH2:33]1, predict the reaction product. The product is: [CH:32]1([NH:38][C:3]([C:4]2[CH:10]=[C:11]([C:13]3[CH:18]=[C:17]([C:19]([F:22])([F:21])[F:20])[CH:16]=[CH:15][C:14]=3[Cl:23])[N:31]([CH2:30][CH:25]3[CH2:26][O:27][CH2:28][CH2:29][O:24]3)[C:5]=2[CH3:6])=[O:8])[CH2:37][CH2:36][CH2:35][CH2:34][CH2:33]1.